Dataset: Forward reaction prediction with 1.9M reactions from USPTO patents (1976-2016). Task: Predict the product of the given reaction. (1) Given the reactants [F:1][C:2]([F:9])([F:8])[C:3]([O:5]CC)=O.[CH3:10][C:11]1[CH:16]=[C:15]([CH3:17])[CH:14]=[CH:13][C:12]=1[NH:18][NH2:19], predict the reaction product. The product is: [CH3:10][C:11]1[CH:16]=[C:15]([CH3:17])[CH:14]=[CH:13][C:12]=1[NH:18][NH:19][C:3](=[O:5])[C:2]([F:1])([F:8])[F:9]. (2) Given the reactants ClCl.ClC=C(Cl)C(Cl)=CCl.[Cl:11][CH:12]([Cl:22])[C:13](Cl)([Cl:20])[C:14](Cl)([Cl:18])[CH:15]([Cl:17])[Cl:16], predict the reaction product. The product is: [Cl:11][C:12]([Cl:22])=[C:13]([Cl:20])[C:14]([Cl:18])=[C:15]([Cl:17])[Cl:16]. (3) Given the reactants [CH2:1]([NH:5][C:6](=[O:17])[C@@H:7]([OH:16])[C@@H:8]([N:13]=[N+]=[N-])[CH2:9][CH2:10][CH2:11][CH3:12])[CH2:2][CH2:3][CH3:4], predict the reaction product. The product is: [CH2:1]([NH:5][C:6](=[O:17])[C@@H:7]([OH:16])[C@@H:8]([NH2:13])[CH2:9][CH2:10][CH2:11][CH3:12])[CH2:2][CH2:3][CH3:4]. (4) Given the reactants [CH2:1]([O:3][C:4](=[O:18])[C:5]1[CH:10]=[C:9]([O:11][CH2:12][CH3:13])[C:8](N)=[C:7]([O:15][CH2:16][CH3:17])[CH:6]=1)[CH3:2].[ClH:19].N([O-])=O.[Na+].[OH-].[Na+], predict the reaction product. The product is: [CH2:1]([O:3][C:4](=[O:18])[C:5]1[CH:10]=[C:9]([O:11][CH2:12][CH3:13])[C:8]([Cl:19])=[C:7]([O:15][CH2:16][CH3:17])[CH:6]=1)[CH3:2].